From a dataset of Forward reaction prediction with 1.9M reactions from USPTO patents (1976-2016). Predict the product of the given reaction. (1) Given the reactants [Li][CH2:2]CCC.[O:6]1[C:10]2[CH:11]=[CH:12][C:13]([CH2:15][N:16]([CH2:27][C:28]3[N:32]([CH2:33][CH2:34][CH2:35][CH3:36])[CH:31](I)[NH:30][C:29]=3[C:38]3[CH:43]=[CH:42][CH:41]=[CH:40][CH:39]=3)[CH2:17][C:18]3[CH:23]=[CH:22][CH:21]=[C:20]([O:24][CH2:25][CH3:26])[CH:19]=3)=[CH:14][C:9]=2[O:8][CH2:7]1.C(S([C:54]#[N:55])(=O)=O)C1C=CC=CC=1, predict the reaction product. The product is: [CH2:33]([N:32]1[C:28]([CH2:27][N:16]([CH2:15][C:13]2[CH:12]=[CH:11][C:10]3[O:6][CH2:2][CH2:7][O:8][C:9]=3[CH:14]=2)[CH2:17][C:18]2[CH:23]=[CH:22][CH:21]=[C:20]([O:24][CH2:25][CH3:26])[CH:19]=2)=[C:29]([C:38]2[CH:43]=[CH:42][CH:41]=[CH:40][CH:39]=2)[N:30]=[C:31]1[C:54]#[N:55])[CH2:34][CH2:35][CH3:36]. (2) Given the reactants [OH-].[Na+].[Cl:3][C:4]1[CH:5]=[C:6]([CH2:16][C:17]2[O:21][C:20]([C:22]([O:24]C)=[O:23])=[CH:19][CH:18]=2)[C:7]2[O:11][C:10]([CH:12]([CH3:14])[CH3:13])=[CH:9][C:8]=2[CH:15]=1, predict the reaction product. The product is: [Cl:3][C:4]1[CH:5]=[C:6]([CH2:16][C:17]2[O:21][C:20]([C:22]([OH:24])=[O:23])=[CH:19][CH:18]=2)[C:7]2[O:11][C:10]([CH:12]([CH3:13])[CH3:14])=[CH:9][C:8]=2[CH:15]=1. (3) Given the reactants [OH:1][CH2:2][C@H:3]([NH:17][C:18](=[O:20])[O-:19])[C:4]1[CH:9]=[CH:8][C:7]([O:10][CH2:11][CH:12]([CH3:16])[CH2:13][CH2:14][CH3:15])=[CH:6][CH:5]=1.[CH2:21](N(CC)CC)C.[C:28](Cl)(=[O:30])[CH3:29].O1[CH2:36][CH2:35][CH2:34]C1, predict the reaction product. The product is: [C:28]([O:1][CH2:2][C@H:3]([NH:17][C:18]([O:19][C:35]([CH3:34])([CH3:36])[CH3:21])=[O:20])[C:4]1[CH:5]=[CH:6][C:7]([O:10][CH2:11][CH:12]([CH3:16])[CH2:13][CH2:14][CH3:15])=[CH:8][CH:9]=1)(=[O:30])[CH3:29]. (4) The product is: [F:19][C:2]([F:1])([F:18])[C:3]1[N:7]=[C:6]([C:8]2[C:16]3[CH2:15][CH2:14][O:13][CH2:12][C:11]=3[S:10][C:9]=2[NH:17][C:29]([CH:20]2[CH2:25][CH2:24][CH2:23][CH2:22][CH:21]2[C:26]([OH:28])=[O:27])=[O:30])[O:5][N:4]=1. Given the reactants [F:1][C:2]([F:19])([F:18])[C:3]1[N:7]=[C:6]([C:8]2[C:16]3[CH2:15][CH2:14][O:13][CH2:12][C:11]=3[S:10][C:9]=2[NH2:17])[O:5][N:4]=1.[C@@H:20]12[C:29](=[O:30])[O:28][C:26](=[O:27])[C@@H:21]1[CH2:22][CH2:23][CH2:24][CH2:25]2, predict the reaction product. (5) The product is: [CH2:12]([N:16]1[C:29](=[O:30])[C:28]2[C:23](=[CH:24][CH:25]=[CH:26][CH:27]=2)[C:22]2[CH:21]=[C:20](/[CH:31]=[CH:33]/[C:34]3[CH:39]=[CH:38][CH:37]=[CH:36][CH:35]=3)[CH:19]=[CH:18][C:17]1=2)[CH2:13][CH2:14][CH3:15]. Given the reactants O1CCCC1.CC(C)([O-])C.[K+].[CH2:12]([N:16]1[C:29](=[O:30])[C:28]2[C:23](=[CH:24][CH:25]=[CH:26][CH:27]=2)[C:22]2[CH:21]=[C:20]([CH2:31]O)[CH:19]=[CH:18][C:17]1=2)[CH2:13][CH2:14][CH3:15].[CH2:33](P(=O)(OC)OC)[C:34]1[CH:39]=[CH:38][CH:37]=[CH:36][CH:35]=1, predict the reaction product. (6) Given the reactants [CH3:1][CH:2]1[CH2:9][C@H:8]2[C@H:4]([CH2:5][NH:6][C@@H:7]2[CH2:10][NH:11][C:12]([C:14]2[N:21]3[C:17]([S:18][CH:19]=[CH:20]3)=[N:16][C:15]=2[CH3:22])=[O:13])[CH2:3]1.[F:23][C:24]1[CH:29]=[CH:28][C:27]([C:30]2[C:31]([C:36](O)=[O:37])=[CH:32][CH:33]=[CH:34][CH:35]=2)=[CH:26][CH:25]=1, predict the reaction product. The product is: [CH3:1][CH:2]1[CH2:9][C@H:8]2[C@H:4]([CH2:5][N:6]([C:36]([C:31]3[C:30]([C:27]4[CH:26]=[CH:25][C:24]([F:23])=[CH:29][CH:28]=4)=[CH:35][CH:34]=[CH:33][CH:32]=3)=[O:37])[C@@H:7]2[CH2:10][NH:11][C:12]([C:14]2[N:21]3[C:17]([S:18][CH:19]=[CH:20]3)=[N:16][C:15]=2[CH3:22])=[O:13])[CH2:3]1.